This data is from Peptide-MHC class I binding affinity with 185,985 pairs from IEDB/IMGT. The task is: Regression. Given a peptide amino acid sequence and an MHC pseudo amino acid sequence, predict their binding affinity value. This is MHC class I binding data. (1) The peptide sequence is KQINPPTVY. The MHC is HLA-B15:01 with pseudo-sequence HLA-B15:01. The binding affinity (normalized) is 0.613. (2) The peptide sequence is KYMSMLEER. The MHC is H-2-Kd with pseudo-sequence H-2-Kd. The binding affinity (normalized) is 0.644. (3) The peptide sequence is FTWYGIAAL. The MHC is HLA-C07:02 with pseudo-sequence HLA-C07:02. The binding affinity (normalized) is 0.414.